Dataset: Catalyst prediction with 721,799 reactions and 888 catalyst types from USPTO. Task: Predict which catalyst facilitates the given reaction. (1) Reactant: [OH:1][C:2]1[CH:3]=[CH:4][C:5]([C:8]([OH:10])=O)=[N:6][CH:7]=1.Cl.[CH3:12][NH:13][O:14][CH3:15].CCN=C=NCCCN(C)C.C1C=CC2N(O)N=NC=2C=1.C([O-])(O)=O.[Na+]. Product: [OH:1][C:2]1[CH:3]=[CH:4][C:5]([C:8]([N:13]([O:14][CH3:15])[CH3:12])=[O:10])=[N:6][CH:7]=1. The catalyst class is: 3. (2) Reactant: Br[C:2]1[C:6]([CH3:8])([CH3:7])[O:5]/[C:4](=[C:9]2/[C:10](=[O:19])[NH:11][C:12]3[C:17]/2=[CH:16][CH:15]=[C:14]([F:18])[CH:13]=3)/[CH:3]=1.[OH:20][CH2:21][CH2:22][N:23]1[CH2:28][CH2:27][NH:26][CH2:25][CH2:24]1. Product: [F:18][C:14]1[CH:13]=[C:12]2[C:17](/[C:9](=[C:4]3\[O:5][C:6]([CH3:8])([CH3:7])[C:2]([N:26]4[CH2:27][CH2:28][N:23]([CH2:22][CH2:21][OH:20])[CH2:24][CH2:25]4)=[CH:3]\3)/[C:10](=[O:19])[NH:11]2)=[CH:16][CH:15]=1. The catalyst class is: 39. (3) Reactant: Cl[Sn]Cl.[N+:4]([C:7]1[CH:8]=[C:9]2[C:14](=[CH:15][CH:16]=1)[N:13]=[CH:12][N:11]=[CH:10]2)([O-])=O.[OH-].[K+]. Product: [NH2:4][C:7]1[CH:8]=[C:9]2[C:14](=[CH:15][CH:16]=1)[N:13]=[CH:12][N:11]=[CH:10]2. The catalyst class is: 33. (4) Reactant: [F:8][C:7]([F:10])([F:9])[C:6](O[C:6](=[O:11])[C:7]([F:10])([F:9])[F:8])=[O:11].[C:14]1([C@H:20]([NH2:23])[CH2:21][CH3:22])[CH:19]=[CH:18][CH:17]=[CH:16][CH:15]=1.CS(O)(=O)=O.[Br:29]N1C(C)(C)C(=O)N(Br)C1=O. Product: [Br:29][C:17]1[CH:18]=[CH:19][C:14]([C@H:20]([NH:23][C:6](=[O:11])[C:7]([F:8])([F:9])[F:10])[CH2:21][CH3:22])=[CH:15][CH:16]=1. The catalyst class is: 2. (5) Reactant: [F:1][C:2]([F:14])([F:13])[O:3][C:4]1[CH:12]=[CH:11][C:7]([C:8](Cl)=[O:9])=[CH:6][CH:5]=1.[N:15]1[CH:20]=[CH:19][C:18]([C:21]2[CH:25]=[C:24]([NH2:26])[O:23][N:22]=2)=[CH:17][CH:16]=1.N1C=CC=CC=1. Product: [N:15]1[CH:16]=[CH:17][C:18]([C:21]2[CH:25]=[C:24]([NH:26][C:8](=[O:9])[C:7]3[CH:11]=[CH:12][C:4]([O:3][C:2]([F:14])([F:13])[F:1])=[CH:5][CH:6]=3)[O:23][N:22]=2)=[CH:19][CH:20]=1. The catalyst class is: 10.